This data is from Experimentally validated miRNA-target interactions with 360,000+ pairs, plus equal number of negative samples. The task is: Binary Classification. Given a miRNA mature sequence and a target amino acid sequence, predict their likelihood of interaction. (1) The miRNA is hsa-miR-185-3p with sequence AGGGGCUGGCUUUCCUCUGGUC. The protein sequence of the target gene is MTTLDDKLLGEKLQYYYSSSEDEDSDHEDKDRGRCAPASSSVPAEAELAGEGISVNTGPKGVINDWRRFKQLETEQREEQCREMERLIKKLSMTCRSHLDEEEEQQKQKDLQEKISGKMTLKEFAIMNEDQDDEEFLQQYRKQRMEEMRQQLHKGPQFKQVFEISSGEGFLDMIDKEQKSIVIMVHIYEDGIPGTEAMNGCMICLAAEYPAVKFCKVKSSVIGASSQFTRNALPALLIYKGGELIGNFVRVTDQLGDDFFAVDLEAFLQEFGLLPEKEVLVLTSVRNSATCHSEDSDLEI.... Result: 0 (no interaction). (2) The protein sequence of the target gene is MESPVELLAALPALVTALALLLAWLLLRRGAARVPAPESTASDEAPGAPAPPEPPESCAPEPAPEGPSQSERVAEPEESEAEEPAAEGRQDEDSDSEMGPPTEEPEEEDGAAFSFKYSPGQLRGSQYKKMMTKEELEEEHRVQKEQLAAIFKLMKDNKDTFGEMSDGDMQEQLRLYDM. Result: 0 (no interaction). The miRNA is hsa-miR-298 with sequence AGCAGAAGCAGGGAGGUUCUCCCA. (3) The miRNA is hsa-miR-99b-3p with sequence CAAGCUCGUGUCUGUGGGUCCG. The protein sequence of the target gene is MDRSSKRRQVKPLAASLLEALDYDSSDDSDFKVGDASDSEGSGNGSEDPSKDSGEGSCSDSEENILEEELNEDIQVKEEQLKNSTEEIMPSDKQLIKMEKKEEEENGERPRKKKEKEKEKEKEREKDKEKATVSDSAAASAAGTTPATSPPAVTSPSVPTTTTTTTEEQVSEPKKWNLRRNRPLLDFVSMEELNAMDDYDSEDDNDWRPTVVKRKGRSASQKEGSDGDNEDDDDEGSGSEEDENDEGNDEDHSSPASEAGGKKKRSKVLSRNSADDEELTNDSLTLSQSKSNEDSLILEK.... Result: 0 (no interaction). (4) The miRNA is hsa-miR-7844-5p with sequence AAAACUAGGACUGUGUGGUGUA. The protein sequence of the target gene is MGRKKIQITRIMDERNRQVTFTKRKFGLMKKAYELSVLCDCEIALIIFNSTNKLFQYASTDMDKVLLKYTEYNEPHESRTNSDIVETLRKKGLNGCDSPDPDADDSVGHSPESEDKYRKINEDIDLMISRQRLCAVPPPNFEMPVSIPVSSHNSLVYSNPVSSLGNPNLLPLAHPSLQRNSMSPGVTHRPPSAGNTGGLMGGDLTSGAGTSAGNGYGNPRNSPGLLVSPGNLNKNMQAKSPPPMNLGMNNRKPDLRVLIPPGSKNTMPSVSEDVDLLLNQRINNSQSAQSLATPVVSVAT.... Result: 1 (interaction). (5) The miRNA is hsa-miR-6868-3p with sequence UUCCUUCUGUUGUCUGUGCAG. The protein sequence of the target gene is MGAAAWARPLSVSFLLLLLPLPGMPAGSWDPAGYLLYCPCMGRFGNQADHFLGSLAFAKLLNRTLAVPPWIEYQHHKPPFTNLHVSYQKYFKLEPLQAYHRVISLEDFMEKLAPTHWPPEKRVAYCFEVAAQRSPDKKTCPMKEGNPFGPFWDQFHVSFNKSELFTGISFSASYREQWSQRFSPKEHPVLALPGAPAQFPVLEEHRPLQKYMVWSDEMVKTGEAQIHAHLVRPYVGIHLRIGSDWKNACAMLKDGTAGSHFMASPQCVGYSRSTAAPLTMTMCLPDLKEIQRAVKLWVRS.... Result: 1 (interaction). (6) The miRNA is hsa-miR-448 with sequence UUGCAUAUGUAGGAUGUCCCAU. The protein sequence of the target gene is MTEDSQRNFRSVYYEKVGFRGVEEKKSLEILLKDDRLDTEKLCTFSQRFPLPSMYRALVWKVLLGILPPHHESHAKVMMYRKEQYLDVLHALKVVRFVSDATPQAEVYLRMYQLESGKLPRSPSFPLEPDDEVFLAIAKAMEEMVEDSVDCYWITRRFVNQLNTKYRDSLPQLPKAFEQYLNLEDGRLLTHLRMCSAAPKLPYDLWFKRCFAGCLPESSLQRVWDKVVSGSCKILVFVAVEILLTFKIKVMALNSAEKITKFLENIPQDSSDAIVSKAIDLWHKHCGTPVHSS. Result: 0 (no interaction). (7) The protein sequence of the target gene is MPSCGACTCGAAAVRLITSSLASAQRGISGGRIHMSVLGRLGTFETQILQRAPLRSFTETPAYFASKDGISKDGSGDGNKKSASEGSSKKSGSGNSGKGGNQLRCPKCGDLCTHVETFVSSTRFVKCEKCHHFFVVLSEADSKKSIIKEPESAAEAVKLAFQQKPPPPPKKIYNYLDKYVVGQSFAKKVLSVAVYNHYKRIYNNIPANLRQQAEVEKQTSLTPRELEIRRREDEYRFTKLLQIAGISPHGNALGASMQQQVNQQIPQEKRGGEVLDSSHDDIKLEKSNILLLGPTGSGKT.... The miRNA is hsa-miR-4747-5p with sequence AGGGAAGGAGGCUUGGUCUUAG. Result: 1 (interaction). (8) The miRNA is hsa-miR-29c-3p with sequence UAGCACCAUUUGAAAUCGGUUA. The protein sequence of the target gene is MGRDQRAVAGPALRRWLLLGTVTVGFLAQSVLAGVKKFDVPCGGRDCSGGCQCYPEKGGRGQPGPVGPQGYNGPPGLQGFPGLQGRKGDKGERGAPGVTGPKGDVGARGVSGFPGADGIPGHPGQGGPRGRPGYDGCNGTQGDSGPQGPPGSEGFTGPPGPQGPKGQKGEPYALPKEERDRYRGEPGEPGLVGFQGPPGRPGHVGQMGPVGAPGRPGPPGPPGPKGQQGNRGLGFYGVKGEKGDVGQPGPNGIPSDTLHPIIAPTGVTFHPDQYKGEKGSEGEPGIRGISLKGEEGIMGF.... Result: 1 (interaction).